From a dataset of Peptide-MHC class II binding affinity with 134,281 pairs from IEDB. Regression. Given a peptide amino acid sequence and an MHC pseudo amino acid sequence, predict their binding affinity value. This is MHC class II binding data. (1) The MHC is DRB1_1301 with pseudo-sequence DRB1_1301. The peptide sequence is DKGIPFMKMNISVIMK. The binding affinity (normalized) is 0.631. (2) The peptide sequence is YFKGNFERLAITKGK. The MHC is HLA-DPA10201-DPB10101 with pseudo-sequence HLA-DPA10201-DPB10101. The binding affinity (normalized) is 0.459.